Dataset: Peptide-MHC class I binding affinity with 185,985 pairs from IEDB/IMGT. Task: Regression. Given a peptide amino acid sequence and an MHC pseudo amino acid sequence, predict their binding affinity value. This is MHC class I binding data. (1) The binding affinity (normalized) is 0.0847. The MHC is SLA-30401 with pseudo-sequence SLA-30401. The peptide sequence is SMFDSWGPF. (2) The peptide sequence is NLEMIDERK. The MHC is HLA-A31:01 with pseudo-sequence HLA-A31:01. The binding affinity (normalized) is 0.154. (3) The peptide sequence is RFRCVGPAP. The MHC is HLA-B15:17 with pseudo-sequence HLA-B15:17. The binding affinity (normalized) is 0.0847. (4) The peptide sequence is RVLGRVLPY. The MHC is HLA-A02:01 with pseudo-sequence HLA-A02:01. The binding affinity (normalized) is 0.0847. (5) The peptide sequence is TLNASQYAN. The MHC is HLA-A02:01 with pseudo-sequence HLA-A02:01. The binding affinity (normalized) is 0. (6) The peptide sequence is SHIPQSSSY. The MHC is Mamu-A07 with pseudo-sequence Mamu-A07. The binding affinity (normalized) is 0.292. (7) The peptide sequence is ASSSNYNTY. The MHC is HLA-B15:01 with pseudo-sequence HLA-B15:01. The binding affinity (normalized) is 0.628.